Task: Predict the reactants needed to synthesize the given product.. Dataset: Full USPTO retrosynthesis dataset with 1.9M reactions from patents (1976-2016) Given the product [CH2:16]1[CH:17]2[CH2:22][NH:21][CH2:20][CH:18]2[CH2:19][N:15]1[C:13]([C:8]1[CH:9]=[CH:10][CH:11]=[CH:12][C:7]=1[C:6]1[N:2]([CH3:1])[N:3]=[CH:4][N:5]=1)=[O:14], predict the reactants needed to synthesize it. The reactants are: [CH3:1][N:2]1[C:6]([C:7]2[CH:12]=[CH:11][CH:10]=[CH:9][C:8]=2[C:13]([N:15]2[CH2:19][CH:18]3[CH2:20][N:21](C(OC(C)(C)C)=O)[CH2:22][CH:17]3[CH2:16]2)=[O:14])=[N:5][CH:4]=[N:3]1.C(O)(C(F)(F)F)=O.